This data is from NCI-60 drug combinations with 297,098 pairs across 59 cell lines. The task is: Regression. Given two drug SMILES strings and cell line genomic features, predict the synergy score measuring deviation from expected non-interaction effect. (1) Drug 1: C1=NC(=NC(=O)N1C2C(C(C(O2)CO)O)O)N. Drug 2: CN1C2=C(C=C(C=C2)N(CCCl)CCCl)N=C1CCCC(=O)O.Cl. Cell line: HCT116. Synergy scores: CSS=44.3, Synergy_ZIP=0.194, Synergy_Bliss=-0.888, Synergy_Loewe=-38.8, Synergy_HSA=-0.185. (2) Drug 1: CC1=C(C=C(C=C1)NC2=NC=CC(=N2)N(C)C3=CC4=NN(C(=C4C=C3)C)C)S(=O)(=O)N.Cl. Drug 2: CC1CCCC2(C(O2)CC(NC(=O)CC(C(C(=O)C(C1O)C)(C)C)O)C(=CC3=CSC(=N3)C)C)C. Cell line: OVCAR-8. Synergy scores: CSS=1.49, Synergy_ZIP=-0.290, Synergy_Bliss=0.284, Synergy_Loewe=-0.754, Synergy_HSA=-0.385.